Dataset: Reaction yield outcomes from USPTO patents with 853,638 reactions. Task: Predict the reaction yield, written as a fraction of the theoretical maximum amount of product (1.0 means a 100% yield; for example, 0.34 means a 34% yield). (1) The reactants are [NH3:1].[F:2][C:3]1[C:4]([N:17]=[C:18]=[S:19])=[CH:5][C:6]([O:15][CH3:16])=[C:7]([N:9]2[CH:13]=[N:12][C:11]([CH3:14])=[N:10]2)[CH:8]=1. No catalyst specified. The product is [F:2][C:3]1[CH:8]=[C:7]([N:9]2[CH:13]=[N:12][C:11]([CH3:14])=[N:10]2)[C:6]([O:15][CH3:16])=[CH:5][C:4]=1[NH:17][C:18]([NH2:1])=[S:19]. The yield is 1.00. (2) The reactants are [OH:1][C:2]1[CH:10]=[CH:9][C:5]([C:6]([OH:8])=O)=[CH:4][C:3]=1[C:11]([OH:13])=O.[F:14][C:15]([F:28])([F:27])[C:16]1[CH:17]=[C:18]([CH:20]=[C:21]([C:23]([F:26])([F:25])[F:24])[CH:22]=1)[NH2:19].P(Cl)(Cl)Cl. The catalyst is C1(C)C=CC=CC=1. The product is [F:14][C:15]([F:27])([F:28])[C:16]1[CH:17]=[C:18]([NH:19][C:6](=[O:8])[C:5]2[CH:9]=[CH:10][C:2]([OH:1])=[C:3]([C:11]([NH:19][C:18]3[CH:20]=[C:21]([C:23]([F:24])([F:25])[F:26])[CH:22]=[C:16]([C:15]([F:14])([F:27])[F:28])[CH:17]=3)=[O:13])[CH:4]=2)[CH:20]=[C:21]([C:23]([F:24])([F:25])[F:26])[CH:22]=1. The yield is 0.250. (3) No catalyst specified. The product is [CH2:1]([N:4]([CH2:17][C:18]([OH:20])=[O:19])[NH:5][C:6](=[O:16])[NH:7][C@@H:8]([C:10]1[CH:15]=[CH:14][CH:13]=[CH:12][CH:11]=1)[CH3:9])[CH:2]=[CH2:3]. The reactants are [CH2:1]([N:4]([CH2:17][C:18]([O:20]CC)=[O:19])[NH:5][C:6](=[O:16])[NH:7][C@@H:8]([C:10]1[CH:15]=[CH:14][CH:13]=[CH:12][CH:11]=1)[CH3:9])[CH:2]=[CH2:3].O.[OH-].[Li+]. The yield is 0.970. (4) The reactants are Br[C:2]1[CH:23]=[CH:22][C:5]2[C:6]3[N:10]([CH2:11][CH2:12][O:13][C:4]=2[CH:3]=1)[CH:9]=[C:8]([C:14]1[N:15]([CH:19]([CH3:21])[CH3:20])[N:16]=[CH:17][N:18]=1)[N:7]=3.C(P(C(C)(C)C)C1C=CC=CC=1C1C(C(C)C)=CC(C(C)C)=CC=1C(C)C)(C)(C)C.[OH-:54].[K+]. The catalyst is O1CCOCC1.O.C1C=CC(/C=C/C(/C=C/C2C=CC=CC=2)=O)=CC=1.C1C=CC(/C=C/C(/C=C/C2C=CC=CC=2)=O)=CC=1.C1C=CC(/C=C/C(/C=C/C2C=CC=CC=2)=O)=CC=1.[Pd].[Pd]. The product is [CH:19]([N:15]1[C:14]([C:8]2[N:7]=[C:6]3[C:5]4[CH:22]=[CH:23][C:2]([OH:54])=[CH:3][C:4]=4[O:13][CH2:12][CH2:11][N:10]3[CH:9]=2)=[N:18][CH:17]=[N:16]1)([CH3:21])[CH3:20]. The yield is 0.460. (5) The reactants are [NH2:1][C@H:2]([C@H:15]([C:17]1[C:25]2[C:20](=[CH:21][CH:22]=[CH:23][CH:24]=2)[NH:19][CH:18]=1)[CH3:16])[C:3]([O:5][CH2:6][C:7]1[CH:12]=[CH:11][C:10]([O:13][CH3:14])=[CH:9][CH:8]=1)=[O:4].C(N(CC)C(C)C)(C)C.C1C(=O)N(OC(ON2C(=O)CCC2=O)=O)[C:37](=[O:38])C1.[O:53]=[C:54]1[CH2:59][NH:58][CH2:57][C:56](=[O:60])[N:55]1[C:61]1[CH:66]=[CH:65][CH:64]=[CH:63][CH:62]=1. The yield is 0.850. The catalyst is C(#N)C.C(OCC)(=O)C. The product is [O:60]=[C:56]1[N:55]([C:61]2[CH:66]=[CH:65][CH:64]=[CH:63][CH:62]=2)[C:54](=[O:53])[CH2:59][N:58]([C:37]([NH:1][C@H:2]([C@H:15]([C:17]2[C:25]3[C:20](=[CH:21][CH:22]=[CH:23][CH:24]=3)[NH:19][CH:18]=2)[CH3:16])[C:3]([O:5][CH2:6][C:7]2[CH:12]=[CH:11][C:10]([O:13][CH3:14])=[CH:9][CH:8]=2)=[O:4])=[O:38])[CH2:57]1. (6) The reactants are [Cl:1][C:2]1[N:3]=[C:4]([N:12]2[CH2:17][CH2:16][O:15][CH2:14][CH2:13]2)[C:5]2[S:10][CH:9]=[C:8]([CH3:11])[C:6]=2[N:7]=1.ClC1N=C(N2CCOCC2)C2SC=CC=2N=1.C(OC(C1SC=C(C)C=1N)=O)C.[Li]CCCC.[I:51]I. The catalyst is C1COCC1. The product is [Cl:1][C:2]1[N:3]=[C:4]([N:12]2[CH2:13][CH2:14][O:15][CH2:16][CH2:17]2)[C:5]2[S:10][C:9]([I:51])=[C:8]([CH3:11])[C:6]=2[N:7]=1. The yield is 0.840.